Dataset: Peptide-MHC class II binding affinity with 134,281 pairs from IEDB. Task: Regression. Given a peptide amino acid sequence and an MHC pseudo amino acid sequence, predict their binding affinity value. This is MHC class II binding data. (1) The peptide sequence is TKTEAEDVIPEGWKA. The MHC is HLA-DQA10501-DQB10201 with pseudo-sequence HLA-DQA10501-DQB10201. The binding affinity (normalized) is 0.563. (2) The peptide sequence is DFLAKKGGEAMDTIS. The MHC is HLA-DQA10201-DQB10402 with pseudo-sequence HLA-DQA10201-DQB10402. The binding affinity (normalized) is 0. (3) The peptide sequence is GRLLRGHDQSAYDG. The MHC is DRB1_0101 with pseudo-sequence DRB1_0101. The binding affinity (normalized) is 0.666. (4) The MHC is DRB1_0101 with pseudo-sequence DRB1_0101. The peptide sequence is LVMSTSCLKSFFWFN. The binding affinity (normalized) is 0.249. (5) The peptide sequence is SQDLELSWNLNGLQCY. The MHC is DRB1_1302 with pseudo-sequence DRB1_1302. The binding affinity (normalized) is 0.611. (6) The peptide sequence is PRGGPGRSYAADAGY. The MHC is DRB1_0401 with pseudo-sequence DRB1_0401. The binding affinity (normalized) is 0.158.